Dataset: Full USPTO retrosynthesis dataset with 1.9M reactions from patents (1976-2016). Task: Predict the reactants needed to synthesize the given product. (1) Given the product [CH2:1]([O:3][C:4]1[CH:9]=[CH:8][CH:7]=[CH:6][C:5]=1[C:10]1[N:15]=[CH:14][N:13]=[C:12]([NH:16][C:17]([CH:19]2[CH2:24][CH2:23][N:29]([CH2:28][CH3:25])[CH2:21][CH2:20]2)=[O:18])[CH:11]=1)[CH3:2], predict the reactants needed to synthesize it. The reactants are: [CH2:1]([O:3][C:4]1[CH:9]=[CH:8][CH:7]=[CH:6][C:5]=1[C:10]1[N:15]=[CH:14][N:13]=[C:12]([NH:16][C:17]([CH:19]2[CH2:24][CH2:23]N[CH2:21][CH2:20]2)=[O:18])[CH:11]=1)[CH3:2].[CH2:25]=O.[BH3-][C:28]#[N:29].[Na+]. (2) Given the product [CH3:1][N:2]1[CH2:7][CH2:6][N:5]([S:8]([C:11]2[CH:12]=[C:13]3[C:17](=[CH:18][CH:19]=2)[NH:16][CH:15]=[CH:14]3)(=[O:10])=[O:9])[CH2:4][CH2:3]1, predict the reactants needed to synthesize it. The reactants are: [CH3:1][N:2]1[CH2:7][CH2:6][N:5]([S:8]([C:11]2[CH:12]=[C:13]3[C:17](=[CH:18][CH:19]=2)[NH:16][CH2:15][CH2:14]3)(=[O:10])=[O:9])[CH2:4][CH2:3]1. (3) The reactants are: [CH:1]1([CH2:4][O:5][C:6]2[CH:11]=[C:10]([CH3:12])[C:9]([N+:13]([O-])=O)=[CH:8][C:7]=2[CH3:16])[CH2:3][CH2:2]1.C(O)(=O)C. Given the product [CH:1]1([CH2:4][O:5][C:6]2[C:7]([CH3:16])=[CH:8][C:9]([NH2:13])=[C:10]([CH3:12])[CH:11]=2)[CH2:2][CH2:3]1, predict the reactants needed to synthesize it. (4) Given the product [CH2:22]([C:2]1[C:11]2[C:6](=[CH:7][CH:8]=[CH:9][CH:10]=2)[N:5]=[C:4]2[N:12]([C:16]3[CH:21]=[CH:20][CH:19]=[CH:18][N:17]=3)[N:13]=[C:14]([CH3:15])[C:3]=12)[CH3:23], predict the reactants needed to synthesize it. The reactants are: Cl[C:2]1[C:11]2[C:6](=[CH:7][CH:8]=[CH:9][CH:10]=2)[N:5]=[C:4]2[N:12]([C:16]3[CH:21]=[CH:20][CH:19]=[CH:18][N:17]=3)[N:13]=[C:14]([CH3:15])[C:3]=12.[CH2:22]([Mg]Br)[CH3:23].C(OCC)C.O. (5) Given the product [Cl:1][C:2]1[C:7]([NH2:24])=[CH:6][CH:8]=[C:13]([O:40][CH3:37])[N:3]=1, predict the reactants needed to synthesize it. The reactants are: [Cl:1][C:2]1[CH:7]=[C:6]([C:8]2[CH:13]=CC(F)=CC=2)N=C(N2CCCC2C)[N:3]=1.ClC1C(N2CCN[C@H](C)C2)=[N:24]C(OC)=CC=1.[C:37]([O-:40])([O-])=O.[K+].[K+].